Predict the product of the given reaction. From a dataset of Forward reaction prediction with 1.9M reactions from USPTO patents (1976-2016). (1) Given the reactants [NH2:1][C:2]1[C:7]([F:8])=[C:6](Cl)[N:5]=[C:4]([C:10]([O:12][CH3:13])=[O:11])[C:3]=1[CH:14]=[CH2:15].[F:16][C:17]([F:28])([F:27])[C:18]1[N:23]=[CH:22][C:21](B(O)O)=[CH:20][CH:19]=1.[F-].[K+].C([O-])(O)=O.[Na+], predict the reaction product. The product is: [NH2:1][C:2]1[C:3]([CH:14]=[CH2:15])=[C:4]([C:10]([O:12][CH3:13])=[O:11])[N:5]=[C:6]([C:21]2[CH:22]=[N:23][C:18]([C:17]([F:28])([F:27])[F:16])=[CH:19][CH:20]=2)[C:7]=1[F:8]. (2) Given the reactants Br[C:2]1[CH:3]=[CH:4][C:5]2[O:9][C:8]([CH2:10][CH2:11][N:12]3[CH2:16][CH2:15][CH2:14][C@H:13]3[CH3:17])=[CH:7][C:6]=2[CH:18]=1.C([Li])(C)(C)C.[F:24][C:25]1[CH:26]=[C:27]([S:31][S:31][C:27]2[CH:28]=[CH:29][CH:30]=[C:25]([F:24])[CH:26]=2)[CH:28]=[CH:29][CH:30]=1, predict the reaction product. The product is: [F:24][C:25]1[CH:26]=[C:27]([S:31][C:2]2[CH:3]=[CH:4][C:5]3[O:9][C:8]([CH2:10][CH2:11][N:12]4[CH2:16][CH2:15][CH2:14][C@H:13]4[CH3:17])=[CH:7][C:6]=3[CH:18]=2)[CH:28]=[CH:29][CH:30]=1. (3) Given the reactants NC1SC(C2C(F)=CC=CC=2F)=NC=1C(NC1C=NN(C)C=1N1CCC[C@H](NCC2COC2)CC1)=O.[O:37]1[CH2:40][CH:39]([CH2:41][N:42]([CH2:80][CH:81]2[CH2:84][O:83][CH2:82]2)[C@@H:43]2[CH2:49][CH2:48][CH2:47][N:46]([C:50]3[N:54]([CH3:55])[N:53]=[CH:52][C:51]=3[NH:56][C:57]([C:59]3[N:60]=[C:61]([C:72]4[C:77]([F:78])=[CH:76][CH:75]=[CH:74][C:73]=4[F:79])[S:62][C:63]=3[NH:64]C(=O)OC(C)(C)C)=[O:58])[CH2:45][CH2:44]2)[CH2:38]1, predict the reaction product. The product is: [NH2:64][C:63]1[S:62][C:61]([C:72]2[C:73]([F:79])=[CH:74][CH:75]=[CH:76][C:77]=2[F:78])=[N:60][C:59]=1[C:57]([NH:56][C:51]1[CH:52]=[N:53][N:54]([CH3:55])[C:50]=1[N:46]1[CH2:47][CH2:48][CH2:49][C@H:43]([N:42]([CH2:80][CH:81]2[CH2:84][O:83][CH2:82]2)[CH2:41][CH:39]2[CH2:38][O:37][CH2:40]2)[CH2:44][CH2:45]1)=[O:58]. (4) Given the reactants [CH3:1][C:2]1[CH:3]=[C:4]([CH:34]=[CH:35][C:36]=1[CH3:37])[CH2:5][N:6]1[CH2:10][CH:9]([CH2:11][CH2:12]OS(C2C=CC(C)=CC=2)(=O)=O)[N:8]([CH2:24][C:25]2[CH:30]=[CH:29][C:28]([O:31][CH3:32])=[CH:27][CH:26]=2)[C:7]1=[O:33].[CH2:38]([O:40][C:41](=[O:53])[C:42]([O:45][C:46]1[CH:51]=[CH:50][C:49]([OH:52])=[CH:48][CH:47]=1)([CH3:44])[CH3:43])[CH3:39].N#N, predict the reaction product. The product is: [CH2:38]([O:40][C:41](=[O:53])[C:42]([O:45][C:46]1[CH:47]=[CH:48][C:49]([O:52][CH2:12][CH2:11][CH:9]2[CH2:10][N:6]([CH2:5][C:4]3[CH:34]=[CH:35][C:36]([CH3:37])=[C:2]([CH3:1])[CH:3]=3)[C:7](=[O:33])[N:8]2[CH2:24][C:25]2[CH:26]=[CH:27][C:28]([O:31][CH3:32])=[CH:29][CH:30]=2)=[CH:50][CH:51]=1)([CH3:44])[CH3:43])[CH3:39]. (5) Given the reactants [Cl:1][C:2]1[CH:3]=[C:4]([CH:14]=[CH:15][CH:16]=1)[O:5][C:6]1[CH:7]=[C:8]([CH:11]=[CH:12][CH:13]=1)[C:9]#[N:10].C1COCC1.[H-].[Al+3].[Li+].[H-].[H-].[H-].[OH-].[Na+], predict the reaction product. The product is: [Cl:1][C:2]1[CH:3]=[C:4]([CH:14]=[CH:15][CH:16]=1)[O:5][C:6]1[CH:7]=[C:8]([CH:11]=[CH:12][CH:13]=1)[CH2:9][NH2:10]. (6) Given the reactants Br[C:2]1[CH:7]=[CH:6][C:5]([C:8]2[CH:13]=[CH:12][C:11](Br)=[CH:10][C:9]=2[N+:15]([O-:17])=[O:16])=[C:4]([N+:18]([O-:20])=[O:19])[CH:3]=1.[CH3:21][Si:22]([C:25]#[CH:26])([CH3:24])[CH3:23].C1(P([C:40]2[CH:45]=CC=CC=2)C2C=CC=CC=2)C=CC=CC=1.C(N(CC)CC)C, predict the reaction product. The product is: [CH3:21][Si:22]([C:25]#[C:26][C:2]1[CH:7]=[CH:6][C:5]([C:8]2[CH:13]=[CH:12][C:11]([C:40]#[C:45][Si:22]([CH3:24])([CH3:23])[CH3:21])=[CH:10][C:9]=2[N+:15]([O-:17])=[O:16])=[C:4]([N+:18]([O-:20])=[O:19])[CH:3]=1)([CH3:24])[CH3:23].